From a dataset of Full USPTO retrosynthesis dataset with 1.9M reactions from patents (1976-2016). Predict the reactants needed to synthesize the given product. (1) Given the product [CH3:37][N:39]([CH3:40])[CH2:2][C:3]([NH:5][C:6]1[C:7]([O:35][CH3:36])=[CH:8][C:9]2[CH2:10][CH2:11][N:12]3[C:18]4[C:19](=[O:29])[N:20]([C:25]([CH3:28])([CH3:27])[CH3:26])[CH2:21][CH2:22][CH2:23][CH2:24][C:17]=4[C:16]([C:30]4[S:31][CH:32]=[CH:33][CH:34]=4)=[C:13]3[C:14]=2[CH:15]=1)=[O:4], predict the reactants needed to synthesize it. The reactants are: Cl[CH2:2][C:3]([NH:5][C:6]1[C:7]([O:35][CH3:36])=[CH:8][C:9]2[CH2:10][CH2:11][N:12]3[C:18]4[C:19](=[O:29])[N:20]([C:25]([CH3:28])([CH3:27])[CH3:26])[CH2:21][CH2:22][CH2:23][CH2:24][C:17]=4[C:16]([C:30]4[S:31][CH:32]=[CH:33][CH:34]=4)=[C:13]3[C:14]=2[CH:15]=1)=[O:4].[CH2:37]([N:39](CC)[CH2:40]C)C.CNC. (2) Given the product [O:19]=[C:18]([CH3:20])[CH2:17][C:2]1[CH:9]=[CH:8][C:5]([C:6]#[N:7])=[CH:4][CH:3]=1, predict the reactants needed to synthesize it. The reactants are: Cl[C:2]1[CH:9]=[CH:8][C:5]([C:6]#[N:7])=[CH:4][CH:3]=1.P.C([O-])([O-])=O.[Cs+].[Cs+].[CH3:17][C:18]([CH3:20])=[O:19]. (3) Given the product [Br:50][C:47]1[N:48]=[CH:49][C:44]([NH:65][C:62]2[CH:63]=[N:64][C:59]([C:58]([F:67])([F:57])[F:66])=[CH:60][CH:61]=2)=[N:45][CH:46]=1, predict the reactants needed to synthesize it. The reactants are: CC1(C)C2C(=C(P(C3C=CC=CC=3)C3C=CC=CC=3)C=CC=2)OC2C(P(C3C=CC=CC=3)C3C=CC=CC=3)=CC=CC1=2.Br[C:44]1[CH:49]=[N:48][C:47]([Br:50])=[CH:46][N:45]=1.C(=O)([O-])[O-].[Cs+].[Cs+].[F:57][C:58]([F:67])([F:66])[C:59]1[N:64]=[CH:63][C:62]([NH2:65])=[CH:61][CH:60]=1. (4) Given the product [Cl:33][C:27]1[CH:28]=[C:29]([Cl:32])[CH:30]=[CH:31][C:26]=1[N:12]1[C:13]([C:16]2[CH:17]=[CH:18][C:19]([C:22]([F:24])([F:25])[F:23])=[CH:20][CH:21]=2)=[C:14]([CH3:15])[C:10]([CH2:9][O:8][C:5]([CH3:7])([CH3:6])[C:4]([OH:34])=[O:3])=[N:11]1, predict the reactants needed to synthesize it. The reactants are: C([O:3][C:4](=[O:34])[C:5]([O:8][CH2:9][C:10]1[C:14]([CH3:15])=[C:13]([C:16]2[CH:21]=[CH:20][C:19]([C:22]([F:25])([F:24])[F:23])=[CH:18][CH:17]=2)[N:12]([C:26]2[CH:31]=[CH:30][C:29]([Cl:32])=[CH:28][C:27]=2[Cl:33])[N:11]=1)([CH3:7])[CH3:6])C.[Li+].[OH-].Cl.